Dataset: HIV replication inhibition screening data with 41,000+ compounds from the AIDS Antiviral Screen. Task: Binary Classification. Given a drug SMILES string, predict its activity (active/inactive) in a high-throughput screening assay against a specified biological target. (1) The drug is CC(=O)NNc1nc(C)c(C(=O)NNC(=O)C(=O)Nc2c(C)cccc2C)s1. The result is 0 (inactive). (2) The drug is O=S(Nc1ccccc1)c1ccc(Cl)c(Cl)c1. The result is 0 (inactive). (3) The drug is COc1cc2c(cc1O)C(=O)OC1CC=C3CC[N+](C)([O-])C3C21. The result is 0 (inactive). (4) The compound is Clc1ccc(C=Cc2nc3ccccc3s2)cc1Cl. The result is 0 (inactive). (5) The drug is O=Nc1c(O)nc2ccccc2c1O. The result is 0 (inactive). (6) The drug is CCN(CC)CCNc1ccc(CO)c2sc3ccccc3c(=O)c12. The result is 0 (inactive).